This data is from Experimentally validated miRNA-target interactions with 360,000+ pairs, plus equal number of negative samples. The task is: Binary Classification. Given a miRNA mature sequence and a target amino acid sequence, predict their likelihood of interaction. (1) The miRNA is mmu-miR-297b-3p with sequence UAUACAUACACACAUACCCAUA. The protein sequence of the target gene is MEARVAWGALAGPLRVLCVLCCLLGRAIAAPSPIIKFPGDVAPKTDKELAVQYLNTFYGCPKESCNLFVLKDTLKKMQKFFGLPQTGDLDQNTIETMRKPRCGNPDVANYNFFPRKPKWDKNQITYRIIGYTPDLDPETVDDAFARALKVWSDVTPLRFSRIHDGEADIMINFGRWEHGDGYPFDGKDGLLAHAFAPGTGVGGDSHFDDDELWTLGEGQVVRVKYGNADGEYCKFPFLFNGREYSSCTDTGRSDGFLWCSTTYNFEKDGKYGFCPHEALFTMGGNADGQPCKFPFRFQGT.... Result: 0 (no interaction). (2) The miRNA is hsa-miR-329-3p with sequence AACACACCUGGUUAACCUCUUU. The protein sequence of the target gene is MAKATTIKEALARWEEKTGQRPSEAKEIKLYAQIPPIEKMDASLSMLANCEKLSLSTNCIEKIANLNGLKNLRILSLGRNNIKNLNGLEAVGDTLEELWISYNFIEKLKGIHIMKKLKILYMSNNLVKDWAEFVKLAELPCLEDLVFVGNPLEEKHSAENNWIEEATKRVPKLKKLDGTPVIKGDEEEDN. Result: 1 (interaction). (3) The miRNA is mmu-miR-17-5p with sequence CAAAGUGCUUACAGUGCAGGUAG. The protein sequence of the target gene is MSMPLHQISAIPSQDAISARVYRSKTKDKEQNEKTLGHSMSHPSNISKAGSSPPSTTAPVSAFSRTSVTPSNQDICRICHCEGDDESPLITPCHCTGSLHFVHQACLQQWIKSSDTRCCELCKYEFIMETKLKPLRKWEKLQMTASERRKIMCSVTFHVIAITCVVWSLYVLIDRTAEEIKQGQVTGILEWPFWTKLVVVAIGFTGGLLFMYVQCKVYLQLWKRLKAYNRVIYVQNCPETSKKNIFEKSALTEPTLENKEGHGMCHSTTNSSCTEPEDTGAEIINV. Result: 1 (interaction). (4) The miRNA is hsa-miR-5697 with sequence UCAAGUAGUUUCAUGAUAAAGG. The protein sequence of the target gene is MGNILTCRVHPSVSLEFDQQQGSVCPSESEIYEAGAGDRMAGAPMAAAVQPAEVTVEVGEDLHMHHVRDREMPEALEFNPSANPEASTIFQRNSQTDVVEIRRSNCTNHVSTVRFSQQYSLCSTIFLDDSTAIQHYLTMTIISVTLEIPHHITQRDADRSLSIPDEQLHSFAVSTVHIMKKRNGGGSLNNYSSSIPSTPSTSQEDPQFSVPPTANTPTPVCKRSMRWSNLFTSEKGSDPDKERKAPENHADTIGSGRAIPIKQGMLLKRSGKWLKTWKKKYVTLCSNGVLTYYSSLGDYM.... Result: 0 (no interaction). (5) The miRNA is cel-miR-256 with sequence UGGAAUGCAUAGAAGACUGUA. The protein sequence of the target gene is MGVQGFQEFLEKRCPGAVVPVDLLKLARTVSRQQQQQHLHRQLPPAALAPGAPRITRGSAPLPPPPLPPAAFGAYSGGAGPSRHHHPAHHFHHHGQAPPGLHPPPPPPLPGARVLVDAGSALPRLYGGYQTDWVCGGQWNAMLGYLSALCQACAYPGGDGLELVVMFPGGLGKDRLAEWGRRCQAERQTAQLIVGHVGNKGTPPPRAWFLPPACLSHCVRLALIRFRVKVFQSLEDHHLEVVAFFRENGFHGLLAHDSEYALYNIPSYYSSHALKLSWNGKNLTTNQFLMQEVAKQLGLK.... Result: 0 (no interaction). (6) The miRNA is hsa-miR-675-5p with sequence UGGUGCGGAGAGGGCCCACAGUG. The protein sequence of the target gene is MRYVASYLLAALGGNSSPSAKDIKKILDSVGIEADDDRLNKVISELNGKNIEDVIAQGIGKLASVPAGGAVAVSAAPGSAAPAAGSAPAAAEEKKDEKKEESEESDDDMGFGLFD. Result: 0 (no interaction).